Task: Predict which catalyst facilitates the given reaction.. Dataset: Catalyst prediction with 721,799 reactions and 888 catalyst types from USPTO (1) Reactant: N(C(N1CCCCC1)=O)=NC(N1CCCCC1)=O.[OH:19][C:20]1[CH:21]=[C:22]2[C:26](=[CH:27][CH:28]=1)[NH:25][C:24]([CH2:29][CH:30]([CH3:35])[C:31]([O:33][CH3:34])=[O:32])=[CH:23]2.O[CH2:37][CH2:38][CH2:39][NH:40][C:41]1[CH:46]=[CH:45][CH:44]=[CH:43][N:42]=1.C(P(CCCC)CCCC)CCC. Product: [CH3:35][CH:30]([CH2:29][C:24]1[NH:25][C:26]2[C:22]([CH:23]=1)=[CH:21][C:20]([O:19][CH2:37][CH2:38][CH2:39][NH:40][C:41]1[CH:46]=[CH:45][CH:44]=[CH:43][N:42]=1)=[CH:28][CH:27]=2)[C:31]([O:33][CH3:34])=[O:32]. The catalyst class is: 7. (2) Reactant: ClC1C=C(Cl)C(Cl)=CC=1N.Cl.N([O-])=O.[Na+].[O:16]=[C:17]1[CH2:22][CH2:21][CH2:20][CH2:19][CH:18]1[C:23]([O:25]CC)=[O:24].[OH-].[Na+]. Product: [O:16]=[C:17]1[CH2:22][CH2:21][CH2:20][CH2:19][CH:18]1[C:23]([OH:25])=[O:24]. The catalyst class is: 6. (3) The catalyst class is: 54. Reactant: [C:1]([CH2:4][NH:5][C:6]([C:8]1[N:9]=[C:10]([N:13]2[CH2:16][CH:15]([S:17][C:18]3[C@H:19]([CH3:49])[C@@H:20]4[C@@H:37]([C@H:38]([O:40][Si](C(C)(C)C)(C)C)[CH3:39])[C:36](=[O:48])[N:21]4[C:22]=3[C:23]([O:25][CH2:26][C:27]3[CH:32]=[CH:31][C:30]([N+:33]([O-:35])=[O:34])=[CH:29][CH:28]=3)=[O:24])[CH2:14]2)[S:11][CH:12]=1)=[O:7])(=[O:3])[NH2:2].C(O)(=O)C.[F-].C([N+](CCCC)(CCCC)CCCC)CCC.C(=O)([O-])O.[Na+]. Product: [C:1]([CH2:4][NH:5][C:6]([C:8]1[N:9]=[C:10]([N:13]2[CH2:16][CH:15]([S:17][C:18]3[C@H:19]([CH3:49])[C@@H:20]4[C@@H:37]([C@H:38]([OH:40])[CH3:39])[C:36](=[O:48])[N:21]4[C:22]=3[C:23]([O:25][CH2:26][C:27]3[CH:32]=[CH:31][C:30]([N+:33]([O-:35])=[O:34])=[CH:29][CH:28]=3)=[O:24])[CH2:14]2)[S:11][CH:12]=1)=[O:7])(=[O:3])[NH2:2]. (4) Product: [F:3][C:4]([F:16])([F:17])[CH2:5][CH2:6][C:7](=[O:15])[C:8]([C:9]1[CH:14]=[CH:13][CH:12]=[CH:11][CH:10]=1)=[CH2:19]. The catalyst class is: 15. Reactant: C=O.[F:3][C:4]([F:17])([F:16])[CH2:5][CH2:6][C:7](=[O:15])[CH2:8][C:9]1[CH:14]=[CH:13][CH:12]=[CH:11][CH:10]=1.N1CCCC[CH2:19]1. (5) Reactant: C1([Mg][Cl:8])C=CC=CC=1.[Cl-].[NH4+].Cl[Si](C)(C)C.Cl.[C:17]1([C:23]2([CH:33]3[CH2:37][NH:36][CH2:35][CH2:34]3)[CH2:32][CH2:31][C:26]3([O:30][CH2:29][CH2:28][O:27]3)[CH2:25][CH2:24]2)[CH:22]=[CH:21][CH:20]=[CH:19][CH:18]=1.Cl. Product: [ClH:8].[C:17]1([C:23]2([CH:33]3[CH2:37][NH:36][CH2:35][CH2:34]3)[CH2:32][CH2:31][C:26]3([O:27][CH2:28][CH2:29][O:30]3)[CH2:25][CH2:24]2)[CH:22]=[CH:21][CH:20]=[CH:19][CH:18]=1. The catalyst class is: 1. (6) Reactant: [C:1]([N:4]1[C:13]2[C:8](=[CH:9][C:10]([C:14]([NH:16][CH2:17][CH3:18])=[O:15])=[CH:11][CH:12]=2)[C@H:7]([NH2:19])[C@@H:6]([CH3:20])[C@@H:5]1[CH3:21])(=[O:3])[CH3:2].CC(C)([O-])C.[Na+].C[N:29]([C:31]1[C:36]([C:37]2[C:42](P(C3CCCCC3)C3CCCCC3)=[CH:41]C=CC=2)=CC=C[CH:32]=1)C.BrC1C=CC=C(C)N=1. Product: [C:1]([N:4]1[C:13]2[C:8](=[CH:9][C:10]([C:14]([NH:16][CH2:17][CH3:18])=[O:15])=[CH:11][CH:12]=2)[C@H:7]([NH:19][C:41]2[CH:42]=[CH:37][CH:36]=[C:31]([CH3:32])[N:29]=2)[C@@H:6]([CH3:20])[C@@H:5]1[CH3:21])(=[O:3])[CH3:2]. The catalyst class is: 110. (7) Reactant: [NH2:1]/[C:2](=[N:4]/[O:5][C:6]([C:8]1[C:9]([NH:23][CH2:24][CH:25]2[CH2:30][CH2:29][N:28]([C:31]([O:33][C:34]([CH3:37])([CH3:36])[CH3:35])=[O:32])[CH2:27][CH2:26]2)=[CH:10][C:11]([NH:14][C:15]2[CH:20]=[N:19][C:18]([C:21]#[N:22])=[CH:17][N:16]=2)=[N:12][CH:13]=1)=O)/[CH3:3]. Product: [C:21]([C:18]1[N:19]=[CH:20][C:15]([NH:14][C:11]2[CH:10]=[C:9]([NH:23][CH2:24][CH:25]3[CH2:30][CH2:29][N:28]([C:31]([O:33][C:34]([CH3:36])([CH3:37])[CH3:35])=[O:32])[CH2:27][CH2:26]3)[C:8]([C:6]3[O:5][N:4]=[C:2]([CH3:3])[N:1]=3)=[CH:13][N:12]=2)=[N:16][CH:17]=1)#[N:22]. The catalyst class is: 17. (8) Reactant: [C:1]([N:4]1[C@@:8]2([C:15]3[CH:20]=[C:19]([Br:21])[CH:18]=[CH:17][C:16]=3[F:22])[CH2:9][O:10][C@H:11]([C:12](=O)[CH3:13])[C@H:7]2[CH2:6][O:5]1)(=[O:3])[CH3:2].[FH:23].[FH:24].F.C(N(CC)CC)C.C(=O)([O-])[O-].[Na+].[Na+]. Product: [Br:21][C:19]1[CH:18]=[CH:17][C:16]([F:22])=[C:15]([C@:8]23[CH2:9][O:10][C@H:11]([C:12]([F:24])([F:23])[CH3:13])[C@H:7]2[CH2:6][O:5][N:4]3[C:1](=[O:3])[CH3:2])[CH:20]=1. The catalyst class is: 4. (9) Reactant: [OH:1][CH2:2][CH2:3][N:4]([O:8][CH3:9])[CH2:5][CH2:6][OH:7].C(N(CC)CC)C.[CH3:17][S:18](Cl)(=[O:20])=[O:19]. Product: [CH3:17][S:18]([O:1][CH2:2][CH2:3][N:4]([O:8][CH3:9])[CH2:5][CH2:6][O:7][S:18]([CH3:17])(=[O:20])=[O:19])(=[O:20])=[O:19]. The catalyst class is: 7. (10) Reactant: [O:1]1[C:10]2[CH:9]=[C:8]([CH2:11][N:12]([CH:20]3[CH2:25][CH2:24][N:23]([CH2:26][CH2:27][N:28]4[C:37]5[C:32](=[N:33][CH:34]=[C:35]([F:38])[CH:36]=5)[CH:31]=[CH:30][C:29]4=[O:39])[CH2:22][CH2:21]3)C(=O)OC(C)(C)C)[N:7]=[CH:6][C:5]=2[O:4][CH2:3][CH2:2]1.[OH-].[Na+]. Product: [OH2:1].[O:1]1[C:10]2[CH:9]=[C:8]([CH2:11][NH:12][CH:20]3[CH2:25][CH2:24][N:23]([CH2:26][CH2:27][N:28]4[C:37]5[C:32](=[N:33][CH:34]=[C:35]([F:38])[CH:36]=5)[CH:31]=[CH:30][C:29]4=[O:39])[CH2:22][CH2:21]3)[N:7]=[CH:6][C:5]=2[O:4][CH2:3][CH2:2]1. The catalyst class is: 223.